The task is: Predict the reactants needed to synthesize the given product.. This data is from Full USPTO retrosynthesis dataset with 1.9M reactions from patents (1976-2016). (1) Given the product [F:13][C:10]1[CH:11]=[CH:12][C:7]([C:6]2[N:5]([CH3:14])[N:4]=[C:3]([CH3:15])[C:2]=2[C:18]2[CH:19]=[CH:20][C:21]3[O:26][CH2:25][C:24](=[O:27])[NH:23][C:22]=3[C:17]=2[CH3:16])=[CH:8][CH:9]=1, predict the reactants needed to synthesize it. The reactants are: Br[C:2]1[C:3]([CH3:15])=[N:4][N:5]([CH3:14])[C:6]=1[C:7]1[CH:12]=[CH:11][C:10]([F:13])=[CH:9][CH:8]=1.[CH3:16][C:17]1[C:22]2[NH:23][C:24](=[O:27])[CH2:25][O:26][C:21]=2[CH:20]=[CH:19][C:18]=1B1OC(C)(C)C(C)(C)O1.CC(C)([O-])C.[K+]. (2) Given the product [CH2:27]([N:7]([C:1]1[CH:2]=[CH:3][CH:4]=[CH:5][CH:6]=1)[C:8]1[CH:13]=[CH:12][CH:11]=[CH:10][C:9]=1[NH:14][C:15]([C:17]1[CH:18]=[CH:19][C:20]([C:21]([O:23][CH3:24])=[O:22])=[CH:25][CH:26]=1)=[O:16])[CH3:28], predict the reactants needed to synthesize it. The reactants are: [C:1]1([NH:7][C:8]2[CH:13]=[CH:12][CH:11]=[CH:10][C:9]=2[NH:14][C:15]([C:17]2[CH:26]=[CH:25][C:20]([C:21]([O:23][CH3:24])=[O:22])=[CH:19][CH:18]=2)=[O:16])[CH:6]=[CH:5][CH:4]=[CH:3][CH:2]=1.[CH2:27]([Sn](Cl)(Cl)CCCC)[CH2:28]CC.C(=O)C.C1([SiH3])C=CC=CC=1. (3) Given the product [CH3:41][C:40]1[C:36]2=[N:35][CH:34]=[CH:30][C:31]([OH:33])=[C:37]2[S:38][CH:39]=1, predict the reactants needed to synthesize it. The reactants are: C1C=CC(C2C=CC=CC=2)=CC=1.C1C=CC(OC2C=CC=CC=2)=CC=1.CC1(C)O[C:31](=[O:33])[C:30](=[CH:34][NH:35][C:36]2[C:40]([CH3:41])=[CH:39][S:38][CH:37]=2)C(=O)O1. (4) The reactants are: [OH:1][C:2]1[C:7]2[NH:8][CH:9]([CH2:12][NH:13][C:14](=[O:16])[CH3:15])[CH2:10][O:11][C:6]=2[CH:5]=[CH:4][CH:3]=1.C(N(CC)C(C)C)(C)C.[S:26](O[S:26]([C:29]([F:32])([F:31])[F:30])(=[O:28])=[O:27])([C:29]([F:32])([F:31])[F:30])(=[O:28])=[O:27]. Given the product [F:30][C:29]([F:32])([F:31])[S:26]([O:1][C:2]1[C:7]2[NH:8][CH:9]([CH2:12][NH:13][C:14](=[O:16])[CH3:15])[CH2:10][O:11][C:6]=2[CH:5]=[CH:4][CH:3]=1)(=[O:28])=[O:27], predict the reactants needed to synthesize it. (5) Given the product [C:11]1([C:8]2[CH:9]=[CH:10][C:5]([CH:4]=[O:21])=[CH:6][C:7]=2[C:17]([F:18])([F:19])[F:20])[CH:12]=[CH:13][CH:14]=[CH:15][CH:16]=1, predict the reactants needed to synthesize it. The reactants are: CON(C)[C:4](=[O:21])[C:5]1[CH:10]=[CH:9][C:8]([C:11]2[CH:16]=[CH:15][CH:14]=[CH:13][CH:12]=2)=[C:7]([C:17]([F:20])([F:19])[F:18])[CH:6]=1.[H-].[H-].[H-].[H-].[Li+].[Al+3].